This data is from Reaction yield outcomes from USPTO patents with 853,638 reactions. The task is: Predict the reaction yield, written as a fraction of the theoretical maximum amount of product (1.0 means a 100% yield; for example, 0.34 means a 34% yield). The reactants are [Cl:1][C:2]1[CH:7]=[C:6]([Cl:8])[CH:5]=[CH:4][C:3]=1[C:9]1[N:10]=[C:11]([CH2:26][CH3:27])[C:12]([NH:17][C@H:18]2[C@@H:22]([O:23][CH2:24][CH3:25])[CH2:21][NH:20][CH2:19]2)=[N:13][C:14]=1[CH2:15][CH3:16].[C:28](Cl)(=[O:30])[CH3:29].C(=O)(O)[O-].[Na+]. The catalyst is C(Cl)Cl. The product is [C:28]([N:20]1[CH2:21][C@H:22]([O:23][CH2:24][CH3:25])[C@H:18]([NH:17][C:12]2[C:11]([CH2:26][CH3:27])=[N:10][C:9]([C:3]3[CH:4]=[CH:5][C:6]([Cl:8])=[CH:7][C:2]=3[Cl:1])=[C:14]([CH2:15][CH3:16])[N:13]=2)[CH2:19]1)(=[O:30])[CH3:29]. The yield is 0.690.